From a dataset of Peptide-MHC class I binding affinity with 185,985 pairs from IEDB/IMGT. Regression. Given a peptide amino acid sequence and an MHC pseudo amino acid sequence, predict their binding affinity value. This is MHC class I binding data. The peptide sequence is AADFPGIAR. The MHC is HLA-B15:01 with pseudo-sequence HLA-B15:01. The binding affinity (normalized) is 0.0847.